Dataset: Forward reaction prediction with 1.9M reactions from USPTO patents (1976-2016). Task: Predict the product of the given reaction. Given the reactants [Cl:1][C:2]1[CH:3]=[CH:4][C:5]([CH3:18])=[C:6]([C:8]2[CH:12]=[CH:11][NH:10][C:9]=2[C:13]([O:15][CH2:16][CH3:17])=[O:14])[CH:7]=1.CN(C=O)C.[C:24]1([S:30](Cl)(=[O:32])=[O:31])[CH:29]=[CH:28][CH:27]=[CH:26][CH:25]=1.O, predict the reaction product. The product is: [Cl:1][C:2]1[CH:3]=[CH:4][C:5]([CH3:18])=[C:6]([C:8]2[CH:12]=[CH:11][N:10]([S:30]([C:24]3[CH:29]=[CH:28][CH:27]=[CH:26][CH:25]=3)(=[O:32])=[O:31])[C:9]=2[C:13]([O:15][CH2:16][CH3:17])=[O:14])[CH:7]=1.